This data is from Peptide-MHC class I binding affinity with 185,985 pairs from IEDB/IMGT. The task is: Regression. Given a peptide amino acid sequence and an MHC pseudo amino acid sequence, predict their binding affinity value. This is MHC class I binding data. (1) The peptide sequence is IEIKDTKEAL. The MHC is HLA-A03:01 with pseudo-sequence HLA-A03:01. The binding affinity (normalized) is 0. (2) The peptide sequence is ISDSNPYLTQW. The MHC is Mamu-B08 with pseudo-sequence Mamu-B08. The binding affinity (normalized) is 0. (3) The peptide sequence is VRMYNPTNIL. The MHC is HLA-B27:05 with pseudo-sequence HLA-B27:05. The binding affinity (normalized) is 0.512. (4) The peptide sequence is KLLPVHYYM. The MHC is HLA-A02:11 with pseudo-sequence HLA-A02:11. The binding affinity (normalized) is 1.00. (5) The peptide sequence is ALEPGFKDY. The MHC is HLA-B08:01 with pseudo-sequence HLA-B08:01. The binding affinity (normalized) is 0.0847. (6) The peptide sequence is AHYNIVTF. The MHC is H-2-Db with pseudo-sequence H-2-Db. The binding affinity (normalized) is 0. (7) The MHC is HLA-B07:02 with pseudo-sequence HLA-B07:02. The peptide sequence is LQRWGGTCH. The binding affinity (normalized) is 0. (8) The peptide sequence is SEAAYAKKI. The MHC is HLA-B45:01 with pseudo-sequence HLA-B45:01. The binding affinity (normalized) is 0.494.